Dataset: HIV replication inhibition screening data with 41,000+ compounds from the AIDS Antiviral Screen. Task: Binary Classification. Given a drug SMILES string, predict its activity (active/inactive) in a high-throughput screening assay against a specified biological target. (1) The molecule is Cc1ccc2c(c1)[nH]c(=S)n2C=C(C(N)=O)C(N)=O. The result is 0 (inactive). (2) The compound is C=CCOc1ccc(Sc2c(O)cc(-c3ccccc3)oc2=O)c(C(C)(C)C)c1. The result is 0 (inactive).